This data is from Catalyst prediction with 721,799 reactions and 888 catalyst types from USPTO. The task is: Predict which catalyst facilitates the given reaction. (1) Reactant: [NH2:1][C:2]1[CH:29]=[CH:28][C:5]([O:6][C:7]2[C:16]3[C:11](=[CH:12][C:13]([O:19][CH2:20][CH:21]4[CH2:26][CH2:25][CH2:24][N:23]([CH3:27])[CH2:22]4)=[C:14]([C:17]#[N:18])[CH:15]=3)[N:10]=[CH:9][CH:8]=2)=[CH:4][C:3]=1[Cl:30].[N:31]1[CH:36]=C[CH:34]=[CH:33][CH:32]=1.ClC(OC1C=CC=CC=1)=[O:39].C1(N)CC1.C(=O)(O)[O-].[Na+]. Product: [Cl:30][C:3]1[CH:4]=[C:5]([O:6][C:7]2[C:16]3[C:11](=[CH:12][C:13]([O:19][CH2:20][CH:21]4[CH2:26][CH2:25][CH2:24][N:23]([CH3:27])[CH2:22]4)=[C:14]([C:17]#[N:18])[CH:15]=3)[N:10]=[CH:9][CH:8]=2)[CH:28]=[CH:29][C:2]=1[NH:1][C:36]([NH:31][CH:32]1[CH2:34][CH2:33]1)=[O:39]. The catalyst class is: 42. (2) Reactant: [NH2:1][C:2]1[NH:3][C:4](=[O:31])[C:5]2[N:6]=[CH:7][N:8]([C@@H:11]3[O:15][C@H:14]([CH2:16][O:17][P:18]([O:21][P:22]([O:25][CH2:26]CN)([OH:24])=[O:23])([OH:20])=[O:19])[C@@H:13]([OH:29])[C@H:12]3[OH:30])[C:9]=2[N:10]=1.[CH3:32]CN(C(C)C)C(C)C.[Cl:41][CH2:42]C(ON1C(=O)CCC1=O)=O.C[N:54]([CH:56]=[O:57])C. Product: [Cl:41][CH2:42][C:56]([NH:54][CH:26]([O:25][P:22]([O:21][P:18]([O:17][CH2:16][C@@H:14]1[C@@H:13]([OH:29])[C@@H:12]([OH:30])[C@H:11]([N:8]2[CH:7]=[N:6][C:5]3[C:4](=[O:31])[NH:3][C:2]([NH2:1])=[N:10][C:9]2=3)[O:15]1)([OH:20])=[O:19])([OH:24])=[O:23])[CH3:32])=[O:57]. The catalyst class is: 6. (3) Reactant: [CH3:1][C:2]1[C:7]([CH3:8])=[CH:6][CH:5]=[CH:4][N+:3]=1[O-].[Si]([C:14]#[N:15])(C)(C)C.C(N(CC)C(Cl)=O)C. Product: [CH3:8][C:7]1[CH:6]=[CH:5][C:4]([C:14]#[N:15])=[N:3][C:2]=1[CH3:1]. The catalyst class is: 2. (4) Reactant: [CH2:1]([O:8][C@@H:9]([CH3:17])[CH2:10][C:11](N(OC)C)=[O:12])[C:2]1[CH:7]=[CH:6][CH:5]=[CH:4][CH:3]=1.[CH3:18][Mg]Br.C(OCC)C.Cl. Product: [CH2:1]([O:8][C@@H:9]([CH3:17])[CH2:10][C:11](=[O:12])[CH3:18])[C:2]1[CH:3]=[CH:4][CH:5]=[CH:6][CH:7]=1. The catalyst class is: 1. (5) Reactant: Cl.[NH:2]([CH2:4][C:5]([O:7][CH2:8][CH3:9])=[O:6])[NH2:3].C([O-])(O)=O.[Na+].[CH3:15][C:16]([CH3:23])([CH3:22])[C:17](=O)[CH2:18][C:19]#[N:20]. Product: [NH2:20][C:19]1[N:2]([CH2:4][C:5]([O:7][CH2:8][CH3:9])=[O:6])[N:3]=[C:17]([C:16]([CH3:23])([CH3:22])[CH3:15])[CH:18]=1. The catalyst class is: 14. (6) Reactant: C([O:4][CH:5]1[CH2:14][C:13]2[C:8](=[CH:9][CH:10]=[CH:11][C:12]=2[N:15]=C(C2C=CC=CC=2)C2C=CC=CC=2)[O:7][CH2:6]1)(=O)C.Cl.O.C([O-])([O-])=O.[K+].[K+]. Product: [NH2:15][C:12]1[CH:11]=[CH:10][CH:9]=[C:8]2[C:13]=1[CH2:14][CH:5]([OH:4])[CH2:6][O:7]2. The catalyst class is: 76.